From a dataset of Reaction yield outcomes from USPTO patents with 853,638 reactions. Predict the reaction yield, written as a fraction of the theoretical maximum amount of product (1.0 means a 100% yield; for example, 0.34 means a 34% yield). (1) The reactants are ClC1[CH:7]=[C:6]([N:8]2[CH2:12][CH2:11][CH2:10][CH2:9]2)[N:5]=[C:4](/[CH:13]=[CH:14]/[C:15]2[N:24]=[C:23]([N:25]([CH3:27])[CH3:26])[C:22]3[C:17](=[CH:18][CH:19]=[CH:20][CH:21]=3)[N:16]=2)[N:3]=1.[Br-].[CH3:29][C:30]1[N:35]=[C:34]([Zn+])[CH:33]=[CH:32][CH:31]=1.[C:37](=O)(O)[O-].[Na+]. The catalyst is CN1CCCC1=O. The product is [CH3:27][N:25]([CH3:26])[C:23]1[C:22]2[C:17](=[CH:18][CH:19]=[CH:20][CH:21]=2)[N:16]=[C:15](/[CH:14]=[CH:13]/[C:4]2[N:3]=[C:29]([C:30]3[C:31]([CH3:37])=[CH:32][CH:33]=[CH:34][N:35]=3)[CH:7]=[C:6]([N:8]3[CH2:9][CH2:10][CH2:11][CH2:12]3)[N:5]=2)[N:24]=1. The yield is 0.950. (2) The reactants are [CH3:1][O:2][C:3](=[O:12])[C:4]1[C:9]([Br:10])=[CH:8][N:7]=[C:6]([NH2:11])[CH:5]=1.C([O-])(O)=O.[Na+].Cl[CH2:19][CH:20]=O. The catalyst is CCO. The product is [CH3:1][O:2][C:3]([C:4]1[C:9]([Br:10])=[CH:8][N:7]2[CH:19]=[CH:20][N:11]=[C:6]2[CH:5]=1)=[O:12]. The yield is 0.910. (3) The reactants are Br[C:2]1[CH2:7][CH2:6][CH2:5][C:4](=[O:8])[CH:3]=1.[CH3:9][O:10][C:11]1[CH:16]=[CH:15][CH:14]=[CH:13][C:12]=1B(O)O. The product is [CH3:9][O:10][C:11]1[CH:16]=[CH:15][CH:14]=[CH:13][C:12]=1[C:2]1[CH2:7][CH2:6][CH2:5][C:4](=[O:8])[CH:3]=1. No catalyst specified. The yield is 0.980. (4) The reactants are [O:1]=[C:2]1[CH:12]=[N:11][C:10]2=[C:13]3[N:3]1[CH2:4][C@@H:5]([CH2:15][N:16]1[CH2:21][CH2:20][CH:19]([NH:22]C(=O)OC(C)(C)C)[CH2:18][CH2:17]1)[N:6]3[C:7](=[O:14])[CH:8]=[CH:9]2.[ClH:30]. The catalyst is C(Cl)(Cl)Cl.O1CCOCC1. The product is [ClH:30].[ClH:30].[NH2:22][CH:19]1[CH2:20][CH2:21][N:16]([CH2:15][C@H:5]2[N:6]3[C:13]4[N:3]([C:2](=[O:1])[CH:12]=[N:11][C:10]=4[CH:9]=[CH:8][C:7]3=[O:14])[CH2:4]2)[CH2:17][CH2:18]1. The yield is 0.990.